From a dataset of Full USPTO retrosynthesis dataset with 1.9M reactions from patents (1976-2016). Predict the reactants needed to synthesize the given product. (1) The reactants are: Cl.[N:2](C(OC(C)(C)C)=O)([CH3:8])[C@H:3]([C:5]([OH:7])=[O:6])[CH3:4].[N+:16]([C:19]1[CH:26]=[CH:25][C:22]([CH2:23][NH-:24])=[CH:21][CH:20]=1)([O-:18])=[O:17].C(Cl)(Cl)[Cl:28].CO. Given the product [NH:2]([CH3:8])[C@H:3]([C:5]([OH:7])=[O:6])[CH3:4].[ClH:28].[N+:16]([C:19]1[CH:20]=[CH:21][C:22]([CH2:23][NH-:24])=[CH:25][CH:26]=1)([O-:18])=[O:17], predict the reactants needed to synthesize it. (2) Given the product [CH3:11][C:10]1[N:1]=[C:2]2[CH:7]=[CH:6][CH:5]=[CH:4][N:3]2[CH:9]=1, predict the reactants needed to synthesize it. The reactants are: [NH2:1][C:2]1[CH:7]=[CH:6][CH:5]=[CH:4][N:3]=1.Cl[CH2:9][C:10](=O)[CH3:11]. (3) Given the product [NH2:1][C:2]1[C:3]([C:35]2[CH:36]=[C:37]([NH:38][S:39]([C:42]3[CH:43]=[CH:44][C:45]([OH:48])=[CH:46][CH:47]=3)(=[O:41])=[O:40])[C:32]([O:31][CH2:29][CH3:30])=[N:33][CH:34]=2)=[C:4]([NH:8][C@H:9]([C:11]2[N:16]([C:17]3[CH:22]=[CH:21][CH:20]=[CH:19][CH:18]=3)[C:15](=[O:23])[C:14]3=[C:24]([CH3:27])[CH:25]=[CH:26][N:13]3[N:12]=2)[CH3:10])[N:5]=[CH:6][N:7]=1, predict the reactants needed to synthesize it. The reactants are: [NH2:1][C:2]1[N:7]=[CH:6][N:5]=[C:4]([NH:8][C@H:9]([C:11]2[N:16]([C:17]3[CH:22]=[CH:21][CH:20]=[CH:19][CH:18]=3)[C:15](=[O:23])[C:14]3=[C:24]([CH3:27])[CH:25]=[CH:26][N:13]3[N:12]=2)[CH3:10])[C:3]=1Br.[CH2:29]([O:31][C:32]1[C:37]([NH:38][S:39]([C:42]2[CH:47]=[CH:46][C:45]([OH:48])=[CH:44][CH:43]=2)(=[O:41])=[O:40])=[CH:36][C:35](B2OC(C)(C)C(C)(C)O2)=[CH:34][N:33]=1)[CH3:30].C(=O)([O-])[O-].[Na+].[Na+]. (4) Given the product [F:41][C:2]([F:40])([F:1])[C:3]1[CH:4]=[C:5]([CH:33]=[C:34]([C:36]([F:39])([F:38])[F:37])[CH:35]=1)[CH2:6][N:7]([CH2:14][C:15]1[C:16]([N:25]([CH2:26][CH:27]2[CH2:32][CH2:31][CH2:30][CH2:29][CH2:28]2)[CH2:44][CH3:45])=[N:17][CH:18]=[C:19]([C:21]([F:22])([F:23])[F:24])[CH:20]=1)[C:8]1[N:9]=[N:10][N:11]([CH3:13])[N:12]=1, predict the reactants needed to synthesize it. The reactants are: [F:1][C:2]([F:41])([F:40])[C:3]1[CH:4]=[C:5]([CH:33]=[C:34]([C:36]([F:39])([F:38])[F:37])[CH:35]=1)[CH2:6][N:7]([CH2:14][C:15]1[C:16]([NH:25][CH2:26][CH:27]2[CH2:32][CH2:31][CH2:30][CH2:29][CH2:28]2)=[N:17][CH:18]=[C:19]([C:21]([F:24])([F:23])[F:22])[CH:20]=1)[C:8]1[N:9]=[N:10][N:11]([CH3:13])[N:12]=1.[H-].[Na+].[CH2:44](I)[CH3:45].[Cl-].[NH4+]. (5) Given the product [CH2:44]([O:43][CH:63]([CH2:64][O:65][CH2:66][CH2:67][CH2:22][CH2:23][CH2:24][CH2:25][CH2:6][CH2:7]/[CH:2]=[CH:3]\[CH2:4]/[CH:3]=[CH:4]\[CH2:5][CH2:6][CH2:7][CH2:2][CH3:1])[CH2:34][CH2:32][N:28]1[CH2:27][CH2:26][CH2:31][CH2:29]1)[CH2:45][CH2:46][CH2:47][CH2:48][CH2:49][CH2:50][CH2:51]/[CH:52]=[CH:53]\[CH2:54]/[CH:55]=[CH:56]\[CH2:57][CH2:58][CH2:59][CH2:60][CH3:61], predict the reactants needed to synthesize it. The reactants are: [CH3:1][C:2]1[CH:7]=[CH:6][C:5](S(OCCC2COC(C)(C)O2)(=O)=O)=[CH:4][CH:3]=1.N1[CH2:25][CH2:24][CH2:23][CH2:22]1.[CH3:26][CH2:27][N:28]([CH:32]([CH3:34])C)[CH:29]([CH3:31])C.[OH-].[Na+].[H-].[Na+].CS([O:43][CH2:44][CH2:45][CH2:46][CH2:47][CH2:48][CH2:49][CH2:50][CH2:51]/[CH:52]=[CH:53]\[CH2:54]/[CH:55]=[CH:56]\[CH2:57][CH2:58][CH2:59][CH2:60][CH3:61])(=O)=O.O1[CH2:67][CH2:66][O:65][CH2:64][CH2:63]1. (6) Given the product [N:16]1[C:15]([CH2:14][CH2:13][N:9]2[C:10](=[O:12])[C:11]3[C:6](=[CH:5][CH:4]=[CH:3][C:2]=3[NH:76][C@@H:77]3[CH2:81][CH2:80][N:79]([C:82]([O:84][C:85]([CH3:88])([CH3:87])[CH3:86])=[O:83])[CH2:78]3)[CH:7]=[N:8]2)=[CH:23][N:18]2[CH:19]=[CH:20][CH:21]=[CH:22][C:17]=12, predict the reactants needed to synthesize it. The reactants are: Cl[C:2]1[CH:3]=[CH:4][CH:5]=[C:6]2[C:11]=1[C:10](=[O:12])[N:9]([CH2:13][CH2:14][C:15]1[N:16]=[C:17]3[CH:22]=[CH:21][CH:20]=[CH:19][N:18]3[CH:23]=1)[N:8]=[CH:7]2.C1C=CC(P(C2C(C3C(P(C4C=CC=CC=4)C4C=CC=CC=4)=CC=C4C=3C=CC=C4)=C3C(C=CC=C3)=CC=2)C2C=CC=CC=2)=CC=1.C(=O)([O-])[O-].[Cs+].[Cs+].[NH2:76][C@@H:77]1[CH2:81][CH2:80][N:79]([C:82]([O:84][C:85]([CH3:88])([CH3:87])[CH3:86])=[O:83])[CH2:78]1. (7) The reactants are: C(OC([NH:8][CH:9]([CH2:40][NH:41][C:42](=[O:60])[CH2:43][CH2:44][NH:45][C:46]([NH:48][CH:49]1[CH:54]([CH2:55][OH:56])[CH:53]([OH:57])[CH:52]([OH:58])[CH:51]([OH:59])[O:50]1)=[O:47])[C:10]([NH:12][CH2:13][C:14]([CH3:39])([CH3:38])[CH2:15][CH2:16][CH2:17][CH2:18][O:19][C:20]1[CH:25]=[C:24]([C:26]2[CH:31]=[CH:30][CH:29]=[CH:28][CH:27]=2)[CH:23]=[C:22]([C:32]2[CH:37]=[CH:36][CH:35]=[CH:34][CH:33]=2)[N:21]=1)=[O:11])=O)(C)(C)C.FC(F)(F)C(O)=O. Given the product [NH2:8][CH:9]([CH2:40][NH:41][C:42](=[O:60])[CH2:43][CH2:44][NH:45][C:46]([NH:48][CH:49]1[CH:54]([CH2:55][OH:56])[CH:53]([OH:57])[CH:52]([OH:58])[CH:51]([OH:59])[O:50]1)=[O:47])[C:10]([NH:12][CH2:13][C:14]([CH3:39])([CH3:38])[CH2:15][CH2:16][CH2:17][CH2:18][O:19][C:20]1[CH:25]=[C:24]([C:26]2[CH:27]=[CH:28][CH:29]=[CH:30][CH:31]=2)[CH:23]=[C:22]([C:32]2[CH:37]=[CH:36][CH:35]=[CH:34][CH:33]=2)[N:21]=1)=[O:11], predict the reactants needed to synthesize it.